From a dataset of Reaction yield outcomes from USPTO patents with 853,638 reactions. Predict the reaction yield, written as a fraction of the theoretical maximum amount of product (1.0 means a 100% yield; for example, 0.34 means a 34% yield). (1) The reactants are C1C(=O)N([Br:8])C(=O)C1.[CH:9]1([C:14]2[CH:19]=[CH:18][CH:17]=[C:16]([O:20][CH2:21][C:22]3[CH:27]=[CH:26][CH:25]=[CH:24][CH:23]=3)[CH:15]=2)[CH2:13][CH2:12][CH2:11][CH2:10]1. No catalyst specified. The product is [Br:8][C:19]1[CH:18]=[CH:17][C:16]([O:20][CH2:21][C:22]2[CH:27]=[CH:26][CH:25]=[CH:24][CH:23]=2)=[CH:15][C:14]=1[CH:9]1[CH2:10][CH2:11][CH2:12][CH2:13]1. The yield is 0.760. (2) The reactants are CS([C:5]1[N:10]=[CH:9][C:8]([C:11]#[C:12][C:13]2[CH:18]=[CH:17][CH:16]=[CH:15][CH:14]=2)=[CH:7][N:6]=1)(=O)=O.[CH3:19][C:20]1([CH3:26])[CH2:24][NH:23][C:22](=[O:25])[CH2:21]1.C(=O)([O-])[O-].[Cs+].[Cs+]. The catalyst is O1CCOCC1. The product is [CH3:19][C:20]1([CH3:26])[CH2:24][N:23]([C:5]2[N:10]=[CH:9][C:8]([C:11]#[C:12][C:13]3[CH:18]=[CH:17][CH:16]=[CH:15][CH:14]=3)=[CH:7][N:6]=2)[C:22](=[O:25])[CH2:21]1. The yield is 0.280. (3) The reactants are [S:1]([O-:4])([O-:3])=[O:2].[Na+].[Na+].[CH2:7]([O:14][C:15]1[CH:20]=[CH:19][CH:18]=[CH:17][C:16]=1[CH2:21]Br)[C:8]1[CH:13]=[CH:12][CH:11]=[CH:10][CH:9]=1.Cl. The catalyst is [I-].C([N+](CCCC)(CCCC)CCCC)CCC.O. The product is [CH2:7]([O:14][C:15]1[CH:20]=[CH:19][CH:18]=[CH:17][C:16]=1[CH2:21][S:1]([OH:4])(=[O:3])=[O:2])[C:8]1[CH:9]=[CH:10][CH:11]=[CH:12][CH:13]=1. The yield is 0.0800.